This data is from NCI-60 drug combinations with 297,098 pairs across 59 cell lines. The task is: Regression. Given two drug SMILES strings and cell line genomic features, predict the synergy score measuring deviation from expected non-interaction effect. Drug 1: COC1=C2C(=CC3=C1OC=C3)C=CC(=O)O2. Drug 2: CC1C(C(CC(O1)OC2CC(CC3=C2C(=C4C(=C3O)C(=O)C5=CC=CC=C5C4=O)O)(C(=O)C)O)N)O. Cell line: SK-OV-3. Synergy scores: CSS=27.9, Synergy_ZIP=1.71, Synergy_Bliss=1.08, Synergy_Loewe=-20.4, Synergy_HSA=-1.54.